Task: Predict the product of the given reaction.. Dataset: Forward reaction prediction with 1.9M reactions from USPTO patents (1976-2016) Given the reactants [CH2:1]([O:3][CH:4]([O:23][CH2:24][CH3:25])[CH2:5][N:6]1[C:10]([NH2:11])=[CH:9][C:8]([C:12]2[CH:13]=[N:14][N:15]([CH:17]3[CH2:22][CH2:21][CH2:20][CH2:19][O:18]3)[CH:16]=2)=[N:7]1)[CH3:2].Br[C:27]1[CH:32]=[C:31]([N+:33]([O-:35])=[O:34])[CH:30]=[CH:29][C:28]=1[CH3:36].C(=O)([O-])[O-].[Cs+].[Cs+].CC1(C)C2C(=C(P(C3C=CC=CC=3)C3C=CC=CC=3)C=CC=2)OC2C(P(C3C=CC=CC=3)C3C=CC=CC=3)=CC=CC1=2, predict the reaction product. The product is: [CH2:1]([O:3][CH:4]([O:23][CH2:24][CH3:25])[CH2:5][N:6]1[C:10]([NH:11][C:27]2[CH:32]=[C:31]([N+:33]([O-:35])=[O:34])[CH:30]=[CH:29][C:28]=2[CH3:36])=[CH:9][C:8]([C:12]2[CH:13]=[N:14][N:15]([CH:17]3[CH2:22][CH2:21][CH2:20][CH2:19][O:18]3)[CH:16]=2)=[N:7]1)[CH3:2].